The task is: Predict which catalyst facilitates the given reaction.. This data is from Catalyst prediction with 721,799 reactions and 888 catalyst types from USPTO. (1) Reactant: I[C:2]1[CH:7]=[CH:6][C:5]([O:8][CH2:9][O:10][CH3:11])=[CH:4][C:3]=1[O:12][CH3:13].[B:14]1(B2OCC(C)(C)CO2)[O:19]CC(C)(C)C[O:15]1.C([O-])(=O)C.[K+].C(OCC)(=O)C. Product: [CH3:13][O:12][C:3]1[CH:4]=[C:5]([O:8][CH2:9][O:10][CH3:11])[CH:6]=[CH:7][C:2]=1[B:14]([OH:19])[OH:15]. The catalyst class is: 58. (2) Reactant: C([O:3][C:4](=[O:17])[CH2:5][C:6]1[C:14]2[C:9](=[CH:10][CH:11]=[C:12]([F:15])[CH:13]=2)[NH:8][C:7]=1[CH3:16])C.[OH-].[K+]. Product: [F:15][C:12]1[CH:13]=[C:14]2[C:9](=[CH:10][CH:11]=1)[NH:8][C:7]([CH3:16])=[C:6]2[CH2:5][C:4]([OH:17])=[O:3]. The catalyst class is: 24. (3) Reactant: Br[C:2]1[CH:3]=[CH:4][C:5]([OH:12])=[C:6]([CH:11]=1)[C:7]([O:9][CH3:10])=[O:8].[Cu](C#N)[C:14]#[N:15]. Product: [C:14]([C:2]1[CH:3]=[CH:4][C:5]([OH:12])=[C:6]([CH:11]=1)[C:7]([O:9][CH3:10])=[O:8])#[N:15]. The catalyst class is: 3.